This data is from Forward reaction prediction with 1.9M reactions from USPTO patents (1976-2016). The task is: Predict the product of the given reaction. (1) Given the reactants [CH:1]1([CH2:4][N:5]2[CH2:23][CH2:22][C@:12]34[C:13]5[C:14]6[O:21][C@H:11]3[C@@H:10]([CH2:24][OH:25])[CH2:9][CH2:8][C@@:7]4([OH:26])[C@H:6]2[CH2:19][C:18]=5[CH:17]=[CH:16][C:15]=6[OH:20])[CH2:3][CH2:2]1.C1C=C(Cl)C=C(C(OO)=[O:35])C=1.C([O-])([O-])=O.[K+].[K+], predict the reaction product. The product is: [CH:1]1([CH2:4][N+:5]2([O-:35])[CH2:23][CH2:22][C@:12]34[C:13]5[C:14]6[O:21][C@H:11]3[C@@H:10]([CH2:24][OH:25])[CH2:9][CH2:8][C@@:7]4([OH:26])[C@H:6]2[CH2:19][C:18]=5[CH:17]=[CH:16][C:15]=6[OH:20])[CH2:2][CH2:3]1. (2) Given the reactants C(OC(=O)[N:7]([C:29]1[CH:34]=[CH:33][C:32]([N:35]2[CH2:40][CH2:39][O:38][CH2:37][CH2:36]2)=[CH:31][CH:30]=1)[C:8]1[C:9]2[N:10]([N:26]=[CH:27][N:28]=2)[C:11]([C:14]2[CH:25]=[CH:24][C:17]3[C:18](=[O:23])[NH:19][S:20](=[O:22])(=[O:21])[C:16]=3[CH:15]=2)=[CH:12][N:13]=1)(C)(C)C, predict the reaction product. The product is: [N:35]1([C:32]2[CH:33]=[CH:34][C:29]([NH:7][C:8]3[C:9]4[N:10]([N:26]=[CH:27][N:28]=4)[C:11]([C:14]4[CH:25]=[CH:24][C:17]5[C:18](=[O:23])[NH:19][S:20](=[O:22])(=[O:21])[C:16]=5[CH:15]=4)=[CH:12][N:13]=3)=[CH:30][CH:31]=2)[CH2:40][CH2:39][O:38][CH2:37][CH2:36]1. (3) Given the reactants [Cl:1][C:2]1[CH:7]=[CH:6][C:5]([S:8]([CH2:11][C:12]2[CH:17]=[C:16]([F:18])[CH:15]=[CH:14][C:13]=2[F:19])(=[O:10])=[O:9])=[CH:4][CH:3]=1.[C:20]([O:24][C:25]([CH3:28])([CH3:27])[CH3:26])(=[O:23])[CH:21]=[CH2:22].CCCCCC, predict the reaction product. The product is: [Cl:1][C:2]1[CH:7]=[CH:6][C:5]([S:8]([CH:11]([C:12]2[CH:17]=[C:16]([F:18])[CH:15]=[CH:14][C:13]=2[F:19])[CH2:22][CH2:21][C:20]([O:24][C:25]([CH3:28])([CH3:27])[CH3:26])=[O:23])(=[O:10])=[O:9])=[CH:4][CH:3]=1. (4) Given the reactants [C:1]([O:5][C:6](=[O:12])[NH:7][C@H:8]([C:10]#[N:11])[CH3:9])([CH3:4])([CH3:3])[CH3:2].C(N(CC)CC)C.[NH2:20][OH:21], predict the reaction product. The product is: [C:1]([O:5][C:6](=[O:12])[NH:7][C@@H:8]([CH3:9])/[C:10](/[NH2:11])=[N:20]/[OH:21])([CH3:4])([CH3:2])[CH3:3].